From a dataset of TCR-epitope binding with 47,182 pairs between 192 epitopes and 23,139 TCRs. Binary Classification. Given a T-cell receptor sequence (or CDR3 region) and an epitope sequence, predict whether binding occurs between them. (1) The epitope is IPRRNVATL. The TCR CDR3 sequence is CASSTRDSLLETQYF. Result: 0 (the TCR does not bind to the epitope). (2) Result: 0 (the TCR does not bind to the epitope). The epitope is VSFIEFVGW. The TCR CDR3 sequence is CASRKTPEAFF. (3) The epitope is YFPLQSYGF. The TCR CDR3 sequence is CASSGQTNTEAFF. Result: 0 (the TCR does not bind to the epitope).